This data is from Full USPTO retrosynthesis dataset with 1.9M reactions from patents (1976-2016). The task is: Predict the reactants needed to synthesize the given product. (1) Given the product [Cl:20][C:2]1[C:7]([N+:8]([O-:10])=[O:9])=[CH:6][C:5]([CH2:11][CH:12]2[CH2:17][CH2:16][CH2:15][CH2:14][CH2:13]2)=[CH:4][N:3]=1, predict the reactants needed to synthesize it. The reactants are: O[C:2]1[C:7]([N+:8]([O-:10])=[O:9])=[CH:6][C:5]([CH2:11][CH:12]2[CH2:17][CH2:16][CH2:15][CH2:14][CH2:13]2)=[CH:4][N:3]=1.P(Cl)(Cl)([Cl:20])=O.C(=O)([O-])O.[Na+]. (2) Given the product [Br:1][C:2]1[CH:3]=[CH:4][C:5]([CH2:8][C:9]([NH:33][C:34]2[CH:38]=[C:37]([C:39]([CH3:42])([CH3:41])[CH3:40])[O:36][N:35]=2)=[O:11])=[CH:6][CH:7]=1, predict the reactants needed to synthesize it. The reactants are: [Br:1][C:2]1[CH:7]=[CH:6][C:5]([CH2:8][C:9]([OH:11])=O)=[CH:4][CH:3]=1.C1C=CC2N(O)N=NC=2C=1.CCN=C=NCCCN(C)C.[NH2:33][C:34]1[CH:38]=[C:37]([C:39]([CH3:42])([CH3:41])[CH3:40])[O:36][N:35]=1. (3) Given the product [NH2:8][C:9]1[CH:38]=[CH:37][C:12]([CH2:13][N:14]2[C:18]3[CH:19]=[C:20]([O:24][CH2:25][C:26]4[CH:35]=[CH:34][CH:33]=[CH:32][C:27]=4[C:28]([O:30][CH3:31])=[O:29])[CH:21]=[C:22]([CH3:23])[C:17]=3[N:16]=[C:15]2[CH3:36])=[C:11]([Cl:39])[CH:10]=1, predict the reactants needed to synthesize it. The reactants are: C(OC([N:8](C(OC(C)(C)C)=O)[C:9]1[CH:38]=[CH:37][C:12]([CH2:13][N:14]2[C:18]3[CH:19]=[C:20]([O:24][CH2:25][C:26]4[CH:35]=[CH:34][CH:33]=[CH:32][C:27]=4[C:28]([O:30][CH3:31])=[O:29])[CH:21]=[C:22]([CH3:23])[C:17]=3[N:16]=[C:15]2[CH3:36])=[C:11]([Cl:39])[CH:10]=1)=O)(C)(C)C.Cl.O1CCOCC1. (4) Given the product [NH2:7][CH:8]([CH3:9])[C:10]([NH:11][C:12]1[N:13]=[C:14]([NH:19][C:20]([C:22]2[CH:27]=[CH:26][CH:25]=[CH:24][N:23]=2)=[O:21])[CH:15]=[C:16]([Cl:18])[CH:17]=1)=[O:28], predict the reactants needed to synthesize it. The reactants are: C(OC(=O)[NH:7][CH:8]([C:10](=[O:28])[NH:11][C:12]1[CH:17]=[C:16]([Cl:18])[CH:15]=[C:14]([NH:19][C:20]([C:22]2[CH:27]=[CH:26][CH:25]=[CH:24][N:23]=2)=[O:21])[N:13]=1)[CH3:9])(C)(C)C.C(O)(C(F)(F)F)=O. (5) The reactants are: [F:1][C:2]1[CH:7]=[CH:6][C:5]([C@H:8]2[C:12]3([CH2:17][CH2:16][NH:15][CH2:14][CH2:13]3)[C:11](=[O:18])[NH:10][CH2:9]2)=[CH:4][CH:3]=1.O=[CH:20][CH2:21][NH:22][C:23](=[O:29])[O:24][C:25]([CH3:28])([CH3:27])[CH3:26].C1COCC1.C(O[BH-](OC(=O)C)OC(=O)C)(=O)C.[Na+]. Given the product [F:1][C:2]1[CH:7]=[CH:6][C:5]([C@H:8]2[C:12]3([CH2:13][CH2:14][N:15]([CH2:20][CH2:21][NH:22][C:23](=[O:29])[O:24][C:25]([CH3:28])([CH3:27])[CH3:26])[CH2:16][CH2:17]3)[C:11](=[O:18])[NH:10][CH2:9]2)=[CH:4][CH:3]=1, predict the reactants needed to synthesize it. (6) Given the product [NH2:1][C:2]1[C:3]([C:8]([O:10][CH2:11][CH3:12])=[O:9])=[N:4][C:5]([Br:20])=[CH:6][CH:7]=1, predict the reactants needed to synthesize it. The reactants are: [NH2:1][C:2]1[C:3]([C:8]([O:10][CH2:11][CH3:12])=[O:9])=[N:4][CH:5]=[CH:6][CH:7]=1.C1C(=O)N([Br:20])C(=O)C1. (7) Given the product [OH:12][C:10]1([CH3:11])[O:17][C:13](=[O:16])[CH:14]=[C:9]1[C:6]1[CH:7]=[CH:8][C:3]([O:2][CH3:1])=[CH:4][CH:5]=1, predict the reactants needed to synthesize it. The reactants are: [CH3:1][O:2][C:3]1[CH:8]=[CH:7][C:6]([CH2:9][C:10](=[O:12])[CH3:11])=[CH:5][CH:4]=1.[C:13]([OH:17])(=[O:16])[CH:14]=O.